Dataset: Forward reaction prediction with 1.9M reactions from USPTO patents (1976-2016). Task: Predict the product of the given reaction. Given the reactants [Cl:1][Si:2]([C:5]([Si:8](Cl)([Cl:10])[Cl:9])([CH3:7])[CH3:6])(Cl)[Cl:3].C[SiH](Cl)Cl, predict the reaction product. The product is: [Cl:1][SiH:2]([C:5]([SiH:8]([Cl:10])[Cl:9])([CH3:7])[CH3:6])[Cl:3].